This data is from Catalyst prediction with 721,799 reactions and 888 catalyst types from USPTO. The task is: Predict which catalyst facilitates the given reaction. (1) Reactant: Br[CH2:2][CH2:3][O:4][C:5]1[CH:10]=[CH:9][CH:8]=[CH:7][C:6]=1[O:11][CH3:12].[CH3:13][NH2:14]. Product: [CH3:12][O:11][C:6]1[CH:7]=[CH:8][CH:9]=[CH:10][C:5]=1[O:4][CH2:3][CH2:2][NH:14][CH3:13]. The catalyst class is: 8. (2) Reactant: [F:1][C:2]1[CH:3]=[C:4]([C:8]2[C:16]3[C:11](=[CH:12][CH:13]=[C:14](/[CH:17]=[CH:18]/[C:19]([O:21]CC)=[O:20])[CH:15]=3)[NH:10][N:9]=2)[CH:5]=[CH:6][CH:7]=1.[OH-].[Na+].Cl. Product: [F:1][C:2]1[CH:3]=[C:4]([C:8]2[C:16]3[C:11](=[CH:12][CH:13]=[C:14](/[CH:17]=[CH:18]/[C:19]([OH:21])=[O:20])[CH:15]=3)[NH:10][N:9]=2)[CH:5]=[CH:6][CH:7]=1. The catalyst class is: 5. (3) The catalyst class is: 4. Reactant: FC(F)(F)C(O)=O.C(OC([NH:15][C:16]1[CH:17]=[CH:18][C:19]([C:22]2[N:26]([C:27]3[CH:32]=[N:31][CH:30]=[CH:29][N:28]=3)[N:25]=[C:24]([C:33]([N:35]3[CH2:40][CH2:39][C:38]([F:42])([F:41])[CH2:37][CH2:36]3)=[O:34])[CH:23]=2)=[N:20][CH:21]=1)=O)(C)(C)C. Product: [NH2:15][C:16]1[CH:17]=[CH:18][C:19]([C:22]2[N:26]([C:27]3[CH:32]=[N:31][CH:30]=[CH:29][N:28]=3)[N:25]=[C:24]([C:33]([N:35]3[CH2:36][CH2:37][C:38]([F:42])([F:41])[CH2:39][CH2:40]3)=[O:34])[CH:23]=2)=[N:20][CH:21]=1. (4) Reactant: [C:1]([C:4]1[CH:5]=[C:6]([Cl:27])[C:7]([NH:12][C@H:13]2[CH2:18][CH2:17][C@H:16]([NH:19]C(=O)OC(C)(C)C)[CH2:15][CH2:14]2)=[N:8][C:9]=1[O:10][CH3:11])(=[O:3])[NH2:2].FC(F)(F)C(O)=O. Product: [NH2:19][C@H:16]1[CH2:17][CH2:18][C@H:13]([NH:12][C:7]2[C:6]([Cl:27])=[CH:5][C:4]([C:1]([NH2:2])=[O:3])=[C:9]([O:10][CH3:11])[N:8]=2)[CH2:14][CH2:15]1. The catalyst class is: 4. (5) Reactant: [C:1]([O:5][C:6]([N:8]1[CH2:12][CH2:11][C@@H:10]([C:13](=[NH:16])[NH:14]O)[CH2:9]1)=[O:7])([CH3:4])([CH3:3])[CH3:2].N1([C:22](N2C=CN=C2)=[S:23])C=CN=C1.B(F)(F)F.CC[O:35]CC. Product: [C:1]([O:5][C:6]([N:8]1[CH2:12][CH2:11][C@@H:10]([C:13]2[NH:14][C:22](=[O:35])[S:23][N:16]=2)[CH2:9]1)=[O:7])([CH3:4])([CH3:3])[CH3:2]. The catalyst class is: 20. (6) Reactant: [Cl:1][C:2]1[N:6]([C:7]2[CH:12]=[CH:11][C:10]([C:13]3[CH:17]=[C:16]([C:18]#[N:19])[S:15][CH:14]=3)=[CH:9][CH:8]=2)[C:5]([C:20](OCC)=[O:21])=[C:4]([NH:25][C:26](=[O:30])[CH2:27][C:28]#[N:29])[CH:3]=1.CC(C)([O-:34])C.[K+].O.Cl. Product: [Cl:1][C:2]1[N:6]([C:7]2[CH:12]=[CH:11][C:10]([C:13]3[CH:17]=[C:16]([C:18]([NH2:19])=[O:34])[S:15][CH:14]=3)=[CH:9][CH:8]=2)[C:5]2[C:20]([OH:21])=[C:27]([C:28]#[N:29])[C:26](=[O:30])[NH:25][C:4]=2[CH:3]=1. The catalyst class is: 16.